This data is from M1 muscarinic receptor antagonist screen with 61,756 compounds. The task is: Binary Classification. Given a drug SMILES string, predict its activity (active/inactive) in a high-throughput screening assay against a specified biological target. (1) The drug is O(c1cc2c(c(=O)n(cc2C(=O)NCc2ncccc2)C)cc1OC)C. The result is 0 (inactive). (2) The compound is S(=O)(=O)(N1CCCC1)c1cc2c(oc(c2C)C(=O)NCC2OCCC2)cc1. The result is 0 (inactive). (3) The drug is O(c1c(Nc2n3nc(nc3nc(c2)C)C)cc(cc1)C)C. The result is 0 (inactive). (4) The drug is S(=O)(=O)(N1CCC(CC1)CNS(=O)(=O)c1ccccc1)c1ccccc1. The result is 0 (inactive). (5) The drug is s1c(N(Cc2occc2)C(=O)CC)nc(c2c(OC)ccc(OC)c2)c1. The result is 0 (inactive). (6) The compound is O=c1nc(n2nc(cc2C)C)[nH]nc1C. The result is 0 (inactive). (7) The molecule is OCCNc1nc(c2c(n1)cccc2)c1ccccc1. The result is 0 (inactive). (8) The molecule is S(c1c([nH]c2c(c1=O)cc(F)cc2)C)C(F)(F)C(F)C(F)(F)F. The result is 0 (inactive). (9) The molecule is s1c(C(N(Cc2ccccc2)Cc2occc2)c2n(nnn2)C(C)(C)C)ccc1. The result is 0 (inactive). (10) The molecule is s1c2CCCCc2nc1NC(=O)CSc1oc2c(n1)cccc2. The result is 0 (inactive).